From a dataset of Reaction yield outcomes from USPTO patents with 853,638 reactions. Predict the reaction yield, written as a fraction of the theoretical maximum amount of product (1.0 means a 100% yield; for example, 0.34 means a 34% yield). (1) The reactants are Cl.[Cl:2][C:3]1[C:8]([Cl:9])=[CH:7][CH:6]=[CH:5][C:4]=1[N:10]1[CH2:15][CH2:14][NH:13][CH2:12][CH2:11]1.CCN(CC)CC.[CH3:23][C:24]1[C:33]2[CH2:32][CH2:31][C:30](=[O:34])[NH:29][C:28]=2[N:27]=[C:26]([O:35][CH2:36][CH2:37][CH2:38][CH:39]=O)[CH:25]=1.[BH-](OC(C)=O)(OC(C)=O)OC(C)=O.[Na+]. The catalyst is ClC(Cl)C.C(Cl)Cl. The product is [Cl:2][C:3]1[C:8]([Cl:9])=[CH:7][CH:6]=[CH:5][C:4]=1[N:10]1[CH2:15][CH2:14][N:13]([CH2:39][CH2:38][CH2:37][CH2:36][O:35][C:26]2[N:27]=[C:28]3[C:33]([CH2:32][CH2:31][C:30](=[O:34])[NH:29]3)=[C:24]([CH3:23])[CH:25]=2)[CH2:12][CH2:11]1. The yield is 0.700. (2) The product is [CH3:7][C:4]1[N:5]=[N:40][N:39]([CH3:38])[C:3]=1[C:8]1[CH:20]=[N:19][C:18]2[C:17]3[C:16]([O:71][CH3:70])=[CH:15][C:14]([C:21]([OH:24])([CH3:23])[CH3:22])=[CH:13][C:12]=3[N:11]([C@@H:25]([CH:32]3[CH2:33][CH2:34][O:35][CH2:36][CH2:37]3)[C:26]3[CH:27]=[CH:28][CH:29]=[CH:30][CH:31]=3)[C:10]=2[CH:9]=1. The yield is 0.0400. No catalyst specified. The reactants are CC1O[N:5]=[C:4]([CH3:7])[C:3]=1[C:8]1[CH:20]=[N:19][C:18]2[C:17]3[CH:16]=[CH:15][C:14]([C:21]([OH:24])([CH3:23])[CH3:22])=[CH:13][C:12]=3[N:11]([CH:25]([CH:32]3[CH2:37][CH2:36][O:35][CH2:34][CH2:33]3)[C:26]3[CH:31]=[CH:30][CH:29]=[CH:28][CH:27]=3)[C:10]=2[CH:9]=1.[CH3:38][N:39]1C(C2C=NC3C4C(OC)=CC(C(OC)=O)=CC=4NC=3C=2)=C(C)N=[N:40]1.C1([C@@H:70](C2CCOCC2)[OH:71])C=CC=CC=1. (3) The reactants are [NH2:1][C:2]1([C:6]2[CH:11]=[CH:10][C:9]([C:12]3[N:13]=[C:14]4[CH:19]=[CH:18][C:17]([C:20]([O:22]CC)=[O:21])=[N:16][N:15]4[C:25]=3[C:26]3[CH:31]=[CH:30][CH:29]=[CH:28][CH:27]=3)=[CH:8][CH:7]=2)[CH2:5][CH2:4][CH2:3]1.[OH-].[Na+].C(O)(=O)CC(CC(O)=O)(C(O)=O)O. The catalyst is CO. The product is [NH2:1][C:2]1([C:6]2[CH:7]=[CH:8][C:9]([C:12]3[N:13]=[C:14]4[CH:19]=[CH:18][C:17]([C:20]([OH:22])=[O:21])=[N:16][N:15]4[C:25]=3[C:26]3[CH:31]=[CH:30][CH:29]=[CH:28][CH:27]=3)=[CH:10][CH:11]=2)[CH2:3][CH2:4][CH2:5]1. The yield is 0.880. (4) The reactants are [Br:1][C:2]1[CH:20]=[CH:19][C:5]([CH2:6][C@@H:7]([C:16](O)=[O:17])[NH:8][C:9]([O:11][C:12]([CH3:15])([CH3:14])[CH3:13])=[O:10])=[CH:4][CH:3]=1.[H-].[Al+3].[Li+].[H-].[H-].[H-]. The catalyst is C(OCC)C. The product is [Br:1][C:2]1[CH:20]=[CH:19][C:5]([CH2:6][C@H:7]([NH:8][C:9](=[O:10])[O:11][C:12]([CH3:14])([CH3:13])[CH3:15])[CH2:16][OH:17])=[CH:4][CH:3]=1. The yield is 0.970. (5) The reactants are [CH3:1][O:2][C:3]1[CH:4]=[C:5]2[C:10](=[CH:11][C:12]=1[O:13][CH3:14])[N:9]=[CH:8][N:7]=[C:6]2[C:15]1[NH:19][N:18]=[N:17][N:16]=1.[CH2:20]([N:22]([CH2:25]C)[CH2:23][CH3:24])[CH3:21].C[N:28](C)C(=O)C. No catalyst specified. The product is [CH3:1][O:2][C:3]1[CH:4]=[C:5]2[C:10](=[CH:11][C:12]=1[O:13][CH3:14])[N:9]=[CH:8][N:7]=[C:6]2[C:15]1[N:19]([CH2:21][C:20]2[N:22]([CH3:25])[CH:23]=[CH:24][N:28]=2)[N:18]=[N:17][N:16]=1. The yield is 0.352. (6) The reactants are C([O:5][C:6](=[O:21])[CH2:7][C:8]1([CH2:17][N+:18]([O-])=O)[CH2:14][CH:13]2[CH:9]1[CH:10]=[C:11]([CH2:15][CH3:16])[CH2:12]2)(C)(C)C.[Cl-].[NH4+]. The catalyst is C(O)C.O.[Fe]. The product is [NH2:18][CH2:17][C:8]1([CH2:7][C:6]([OH:21])=[O:5])[CH2:14][CH:13]2[CH:9]1[CH:10]=[C:11]([CH2:15][CH3:16])[CH2:12]2. The yield is 0.430.